Predict the product of the given reaction. From a dataset of Forward reaction prediction with 1.9M reactions from USPTO patents (1976-2016). Given the reactants C([BH3-])#N.[Na+].[CH:5](=O)[C:6]1[CH:11]=[CH:10][CH:9]=[N:8][CH:7]=1.[NH2:13][CH2:14][CH2:15][CH2:16][S:17]([NH:20][C:21]1[CH:26]=[C:25]([C:27]([N:29]2[CH2:34][CH2:33][CH:32]([C:35]3[CH:40]=[CH:39][C:38]([C:41]#[N:42])=[CH:37][CH:36]=3)[CH2:31][CH2:30]2)=[O:28])[CH:24]=[CH:23][C:22]=1[CH3:43])(=[O:19])=[O:18], predict the reaction product. The product is: [C:41]([C:38]1[CH:39]=[CH:40][C:35]([CH:32]2[CH2:31][CH2:30][N:29]([C:27]([C:25]3[CH:24]=[CH:23][C:22]([CH3:43])=[C:21]([NH:20][S:17]([CH2:16][CH2:15][CH2:14][NH:13][CH2:5][C:6]4[CH:7]=[N:8][CH:9]=[CH:10][CH:11]=4)(=[O:19])=[O:18])[CH:26]=3)=[O:28])[CH2:34][CH2:33]2)=[CH:36][CH:37]=1)#[N:42].